This data is from Reaction yield outcomes from USPTO patents with 853,638 reactions. The task is: Predict the reaction yield, written as a fraction of the theoretical maximum amount of product (1.0 means a 100% yield; for example, 0.34 means a 34% yield). (1) The reactants are [C:1]1([NH:7][C:8]([CH:10]([CH2:14][CH2:15][CH2:16][CH3:17])[C:11]([OH:13])=O)=[O:9])[CH:6]=[CH:5][CH:4]=[CH:3][CH:2]=1.C1CN([P+](O[N:35]2N=[N:42][C:37]3C=CC=C[C:36]2=3)(N2CCCC2)N2CCCC2)CC1.F[P-](F)(F)(F)(F)F.S(=O)(=O)(O)O.NCC#N.C(N(CC)CC)C. The catalyst is CN(C=O)C. The product is [CH2:14]([CH:10]([C:8]([NH:7][C:1]1[CH:2]=[CH:3][CH:4]=[CH:5][CH:6]=1)=[O:9])[C:11]([NH:42][CH2:37][C:36]#[N:35])=[O:13])[CH2:15][CH2:16][CH3:17]. The yield is 0.570. (2) The reactants are [NH:1]1[C:9]2[C:4](=[CH:5][CH:6]=[CH:7][CH:8]=2)[CH:3]=[CH:2]1.Cl[C:11]1[CH:16]=[CH:15][C:14]([CH3:17])=[CH:13][CH:12]=1.CC([O-])(C)C.[Na+]. The catalyst is C1C=CC(/C=C/C(/C=C/C2C=CC=CC=2)=O)=CC=1.C1C=CC(/C=C/C(/C=C/C2C=CC=CC=2)=O)=CC=1.C1C=CC(/C=C/C(/C=C/C2C=CC=CC=2)=O)=CC=1.[Pd].[Pd].C1(P(C2CCCCC2)C2C=CC=CC=2C2C=CC=CC=2OC)CCCCC1.C1(C)C=CC=CC=1. The product is [CH3:17][C:14]1[CH:15]=[CH:16][C:11]([N:1]2[C:9]3[C:4](=[CH:5][CH:6]=[CH:7][CH:8]=3)[CH:3]=[CH:2]2)=[CH:12][CH:13]=1. The yield is 0.940. (3) The reactants are C(N(C(C)C)CC)(C)C.[F:10][C:11]([F:18])([F:17])[C:12]([O:14]CC)=O.C(O)(=O)CCC(O)=O.[C:27]([N:46]1[CH2:51][CH2:50][NH:49][CH2:48][CH2:47]1)([C:40]1[CH:45]=[CH:44][CH:43]=[CH:42][CH:41]=1)([C:34]1[CH:39]=[CH:38][CH:37]=[CH:36][CH:35]=1)[C:28]1[CH:33]=[CH:32][CH:31]=[CH:30][CH:29]=1. No catalyst specified. The product is [F:18][C:11]([F:10])([F:17])[C:12]([N:49]1[CH2:50][CH2:51][N:46]([C:27]([C:28]2[CH:33]=[CH:32][CH:31]=[CH:30][CH:29]=2)([C:40]2[CH:41]=[CH:42][CH:43]=[CH:44][CH:45]=2)[C:34]2[CH:35]=[CH:36][CH:37]=[CH:38][CH:39]=2)[CH2:47][CH2:48]1)=[O:14]. The yield is 1.00. (4) The reactants are [CH3:1][N:2]1[C:10]2[C:9]([O:11][CH2:12][C:13]3[CH:14]=[C:15]([CH:17]=[CH:18][CH:19]=3)[NH2:16])=[N:8][CH:7]=[N:6][C:5]=2[CH:4]=[CH:3]1.C(N(CC)CC)C.[C:27]1([N:33]=[C:34]=[O:35])[CH:32]=[CH:31][CH:30]=[CH:29][CH:28]=1. The catalyst is O1CCCC1. The product is [CH3:1][N:2]1[C:10]2[C:9]([O:11][CH2:12][C:13]3[CH:14]=[C:15]([NH:16][C:34]([NH:33][C:27]4[CH:32]=[CH:31][CH:30]=[CH:29][CH:28]=4)=[O:35])[CH:17]=[CH:18][CH:19]=3)=[N:8][CH:7]=[N:6][C:5]=2[CH:4]=[CH:3]1. The yield is 0.620. (5) The reactants are [NH2:1][C:2]1[CH:9]=[C:8]([O:10][CH2:11][C:12]2[CH:17]=[CH:16][CH:15]=[CH:14][CH:13]=2)[C:7]([O:18][CH3:19])=[CH:6][C:3]=1[C:4]#[N:5].CO[CH:22](OC)[N:23]([CH3:25])[CH3:24]. The catalyst is C1(C)C=CC=CC=1. The product is [CH2:11]([O:10][C:8]1[C:7]([O:18][CH3:19])=[CH:6][C:3]([C:4]#[N:5])=[C:2]([N:1]=[CH:22][N:23]([CH3:25])[CH3:24])[CH:9]=1)[C:12]1[CH:13]=[CH:14][CH:15]=[CH:16][CH:17]=1. The yield is 0.900. (6) The reactants are CN(C(ON1N=NC2C=[CH:13][CH:14]=[N:15][C:10]1=2)=[N+](C)C)C.F[P-](F)(F)(F)(F)F.[F:25][C:26]1[CH:27]=[C:28]([N:32]2[CH2:36][CH2:35][CH2:34][C@@H:33]2[C:37]2[CH:38]=[C:39]([C:54]([OH:56])=O)[CH:40]=[C:41]3[C:46]=2[O:45][C:44]([N:47]2[CH2:52][CH2:51][O:50][CH2:49][CH2:48]2)=[CH:43][C:42]3=[O:53])[CH:29]=[CH:30][CH:31]=1.CCN(C(C)C)C(C)C.Cl.N1CCC1. The catalyst is C(Cl)Cl. The product is [N:15]1([C:54]([C:39]2[CH:40]=[C:41]3[C:46](=[C:37]([C@H:33]4[CH2:34][CH2:35][CH2:36][N:32]4[C:28]4[CH:29]=[CH:30][CH:31]=[C:26]([F:25])[CH:27]=4)[CH:38]=2)[O:45][C:44]([N:47]2[CH2:52][CH2:51][O:50][CH2:49][CH2:48]2)=[CH:43][C:42]3=[O:53])=[O:56])[CH2:14][CH2:13][CH2:10]1. The yield is 0.120. (7) The reactants are Br[C:2]1[CH:11]=[CH:10][C:9]2[C:4](=[CH:5][CH:6]=[C:7]([O:12][C@H:13]3[CH2:18][CH2:17][C@H:16]([C:19]([CH3:22])([CH3:21])[CH3:20])[CH2:15][CH2:14]3)[CH:8]=2)[CH:3]=1.[Li]CCCC.CN([CH:31]=[O:32])C.Cl. The catalyst is C1COCC1. The product is [C:19]([C@H:16]1[CH2:17][CH2:18][C@H:13]([O:12][C:7]2[CH:8]=[C:9]3[C:4](=[CH:5][CH:6]=2)[CH:3]=[C:2]([CH:31]=[O:32])[CH:11]=[CH:10]3)[CH2:14][CH2:15]1)([CH3:22])([CH3:21])[CH3:20]. The yield is 0.600. (8) The reactants are [CH2:1]([NH:5][S:6]([NH:9][C:10](=[O:31])/[CH:11]=[CH:12]/[C:13]1[C:14]([CH3:30])=[N:15][N:16]([CH3:29])[C:17]=1[N:18]1[C:26]2[C:21](=[CH:22][CH:23]=[C:24]([O:27]C)[CH:25]=2)[CH:20]=[CH:19]1)(=[O:8])=[O:7])[CH2:2][CH2:3][CH3:4].B(Br)(Br)Br. The catalyst is ClCCl. The product is [CH2:1]([NH:5][S:6]([NH:9][C:10](=[O:31])/[CH:11]=[CH:12]/[C:13]1[C:14]([CH3:30])=[N:15][N:16]([CH3:29])[C:17]=1[N:18]1[C:26]2[C:21](=[CH:22][CH:23]=[C:24]([OH:27])[CH:25]=2)[CH:20]=[CH:19]1)(=[O:8])=[O:7])[CH2:2][CH2:3][CH3:4]. The yield is 0.910. (9) The reactants are Br[C:2]1[N:3]=[C:4]2[C:10]([C:11](=[O:16])[C:12]([CH3:15])([CH3:14])[CH3:13])=[CH:9][NH:8][C:5]2=[N:6][CH:7]=1.[C]=O.O.C(OCC)(=O)C.[CH3:26][N:27]([CH3:30])[CH:28]=[O:29]. The catalyst is [Cl-].[Cl-].C1(P([C-]2C=CC=C2)C2C=CC=CC=2)C=CC=CC=1.[C-]1(P(C2C=CC=CC=2)C2C=CC=CC=2)C=CC=C1.[Fe+2].[Pd+2]. The product is [CH3:26][N:27]([CH3:30])[C:28]([C:2]1[N:3]=[C:4]2[C:10]([C:11](=[O:16])[C:12]([CH3:15])([CH3:14])[CH3:13])=[CH:9][NH:8][C:5]2=[N:6][CH:7]=1)=[O:29]. The yield is 0.320.